Dataset: Forward reaction prediction with 1.9M reactions from USPTO patents (1976-2016). Task: Predict the product of the given reaction. (1) Given the reactants [O:1]1[C:5]2[CH:6]=[CH:7][C:8]([C:10]3[CH:11]=[C:12]([CH:38]=[C:39]([C:41]([N:43]4[CH2:48][CH2:47][NH:46][CH2:45][CH2:44]4)=[O:42])[CH:40]=3)[O:13][CH2:14][CH2:15][CH2:16][CH2:17][CH2:18][CH2:19][C:20]3[C:21]([CH2:33][CH2:34][C:35]([OH:37])=[O:36])=[C:22]([CH:30]=[CH:31][CH:32]=3)[O:23][CH2:24][CH2:25][CH2:26][C:27]([OH:29])=[O:28])=[CH:9][C:4]=2[O:3][CH2:2]1.[C:49](OC(=O)C)(=[O:51])[CH3:50].C(N(CC)CC)C, predict the reaction product. The product is: [C:49]([N:46]1[CH2:45][CH2:44][N:43]([C:41]([C:39]2[CH:38]=[C:12]([CH:11]=[C:10]([C:8]3[CH:7]=[CH:6][C:5]4[O:1][CH2:2][O:3][C:4]=4[CH:9]=3)[CH:40]=2)[O:13][CH2:14][CH2:15][CH2:16][CH2:17][CH2:18][CH2:19][C:20]2[C:21]([CH2:33][CH2:34][C:35]([OH:37])=[O:36])=[C:22]([CH:30]=[CH:31][CH:32]=2)[O:23][CH2:24][CH2:25][CH2:26][C:27]([OH:29])=[O:28])=[O:42])[CH2:48][CH2:47]1)(=[O:51])[CH3:50]. (2) Given the reactants [NH:1]1[CH2:6][CH2:5][NH:4][CH2:3][CH2:2]1.Cl[C:8]1[C:12]2[CH:13]=[CH:14][CH:15]=[CH:16][C:11]=2[S:10][N:9]=1.O, predict the reaction product. The product is: [N:1]1([C:8]2[C:12]3[CH:13]=[CH:14][CH:15]=[CH:16][C:11]=3[S:10][N:9]=2)[CH2:6][CH2:5][NH:4][CH2:3][CH2:2]1. (3) Given the reactants Br[C:2]1[CH:3]=[CH:4][C:5]([O:8][CH3:9])=[N:6][CH:7]=1.[Li]CCCC.[F:15][C:16]1[CH:23]=[C:22]([F:24])[CH:21]=[CH:20][C:17]=1[CH:18]=[O:19], predict the reaction product. The product is: [F:15][C:16]1[CH:23]=[C:22]([F:24])[CH:21]=[CH:20][C:17]=1[CH:18]([C:2]1[CH:7]=[N:6][C:5]([O:8][CH3:9])=[CH:4][CH:3]=1)[OH:19]. (4) Given the reactants [CH2:1]([O:3][C:4](=[O:15])[C:5]1[CH:10]=[C:9]([F:11])[C:8](F)=[C:7]([Cl:13])[C:6]=1[F:14])[CH3:2].C(N(CC)CC)C.[C:23]([O:27][C:28](=[O:35])[NH:29][CH:30]1[CH2:34][CH2:33][NH:32][CH2:31]1)([CH3:26])([CH3:25])[CH3:24], predict the reaction product. The product is: [CH2:1]([O:3][C:4](=[O:15])[C:5]1[CH:10]=[C:9]([F:11])[C:8]([N:32]2[CH2:33][CH2:34][CH:30]([NH:29][C:28]([O:27][C:23]([CH3:26])([CH3:25])[CH3:24])=[O:35])[CH2:31]2)=[C:7]([Cl:13])[C:6]=1[F:14])[CH3:2]. (5) Given the reactants Cl[C:2]1[N:3]=[C:4]([N:15]2[CH2:20][CH2:19][O:18][CH2:17][CH2:16]2)[C:5]2[S:10][C:9]([C:11]([NH2:14])([CH3:13])[CH3:12])=[CH:8][C:6]=2[N:7]=1.CCN(CC)CC.Cl.[C:29](Cl)(=[O:38])[C:30]1[CH:35]=[CH:34][C:33]([O:36][CH3:37])=[CH:32][CH:31]=1.CC1(C)C(C)(C)OB([C:48]2[CH:56]=[CH:55][CH:54]=[C:53]3[C:49]=2[CH:50]=[N:51][NH:52]3)O1, predict the reaction product. The product is: [NH:52]1[C:53]2[C:49](=[C:48]([C:2]3[N:3]=[C:4]([N:15]4[CH2:20][CH2:19][O:18][CH2:17][CH2:16]4)[C:5]4[S:10][C:9]([C:11]([NH:14][C:29](=[O:38])[C:30]5[CH:35]=[CH:34][C:33]([O:36][CH3:37])=[CH:32][CH:31]=5)([CH3:13])[CH3:12])=[CH:8][C:6]=4[N:7]=3)[CH:56]=[CH:55][CH:54]=2)[CH:50]=[N:51]1.